This data is from Forward reaction prediction with 1.9M reactions from USPTO patents (1976-2016). The task is: Predict the product of the given reaction. (1) Given the reactants [C:1]([C:4]12[CH2:11][CH2:10][C:7]([NH:12][CH2:13][C:14]([N:16]3[CH2:20][C@@H:19]([F:21])[CH2:18][C@H:17]3[C:22]#[N:23])=[O:15])([CH2:8][CH2:9]1)[CH2:6][CH2:5]2)(O)=[O:2].[NH2:24][C:25]1[CH:37]=[CH:36][C:28]([C:29]([O:31][C:32]([CH3:35])([CH3:34])[CH3:33])=[O:30])=[CH:27][CH:26]=1, predict the reaction product. The product is: [F:21][C@@H:19]1[CH2:20][N:16]([C:14](=[O:15])[CH2:13][NH:12][C:7]23[CH2:6][CH2:5][C:4]([C:1]([NH:24][C:25]4[CH:26]=[CH:27][C:28]([C:29]([O:31][C:32]([CH3:35])([CH3:34])[CH3:33])=[O:30])=[CH:36][CH:37]=4)=[O:2])([CH2:9][CH2:8]2)[CH2:11][CH2:10]3)[C@H:17]([C:22]#[N:23])[CH2:18]1. (2) Given the reactants [CH2:1]([C:8]1[NH:9][C:10]([CH:13]2[CH2:18][CH2:17][N:16](C(OC(C)(C)C)=O)[CH2:15][CH2:14]2)=[N:11][N:12]=1)[C:2]1[CH:7]=[CH:6][CH:5]=[CH:4][CH:3]=1.C(O)(C(F)(F)F)=O.O1C=NN=C1, predict the reaction product. The product is: [CH2:1]([C:8]1[NH:9][C:10]([CH:13]2[CH2:18][CH2:17][NH:16][CH2:15][CH2:14]2)=[N:11][N:12]=1)[C:2]1[CH:3]=[CH:4][CH:5]=[CH:6][CH:7]=1. (3) Given the reactants [NH2:1][C@:2]1([C@H:10]([CH3:12])[OH:11])[O:7][C:5](=[O:6])[C:4]([OH:8])=[C:3]1[O-:9].[NH2:13][C@H:14]([C:20](Cl)=[O:21])[CH2:15][CH2:16][CH2:17][CH2:18][NH2:19], predict the reaction product. The product is: [NH2:13][C@H:14]([C:20]([OH:21])=[O:6])[CH2:15][CH2:16][CH2:17][CH2:18][NH2:19].[NH2:1][C@:2]1([C@H:10]([CH3:12])[OH:11])[O:7][C:5](=[O:6])[C:4]([OH:8])=[C:3]1[O-:9]. (4) Given the reactants [CH2:1]([N:3]([CH2:11][C:12](=[O:31])[NH:13][CH2:14][C:15]1[CH:16]=[C:17]([C:21]2[CH:26]=[CH:25][C:24]([C:27]([F:30])([F:29])[F:28])=[CH:23][CH:22]=2)[CH:18]=[CH:19][CH:20]=1)C(=O)OC(C)(C)C)[CH3:2].O1CCOCC1, predict the reaction product. The product is: [CH2:1]([NH:3][CH2:11][C:12]([NH:13][CH2:14][C:15]1[CH:16]=[C:17]([C:21]2[CH:22]=[CH:23][C:24]([C:27]([F:28])([F:29])[F:30])=[CH:25][CH:26]=2)[CH:18]=[CH:19][CH:20]=1)=[O:31])[CH3:2]. (5) Given the reactants [Br:1][CH2:2][CH2:3][CH2:4]Br.[CH2:6]([N:14]([CH2:16][CH2:17][CH2:18][CH2:19][CH2:20][CH2:21][CH2:22][CH3:23])[CH3:15])[CH2:7][CH2:8][CH2:9][CH2:10][CH2:11][CH2:12][CH3:13], predict the reaction product. The product is: [Br-:1].[Br:1][CH2:2][CH2:3][CH2:4][N+:14]([CH2:6][CH2:7][CH2:8][CH2:9][CH2:10][CH2:11][CH2:12][CH3:13])([CH2:16][CH2:17][CH2:18][CH2:19][CH2:20][CH2:21][CH2:22][CH3:23])[CH3:15]. (6) Given the reactants [Cl:1][C:2]1[CH:21]=[C:20]([CH2:22][OH:23])[CH:19]=[CH:18][C:3]=1[CH2:4][N:5]1[C:9]2=[N:10][C:11]([C:14]([O-:16])=[O:15])=[CH:12][CH:13]=[C:8]2[N:7]=[C:6]1[CH3:17].[H-].[Na+].[CH2:26](Br)[C:27]1[CH:32]=[CH:31][CH:30]=[CH:29][CH:28]=1.[CH3:34]N(C)C=O, predict the reaction product. The product is: [CH2:26]([O:23][CH2:22][C:20]1[CH:19]=[CH:18][C:3]([CH2:4][N:5]2[C:9]3=[N:10][C:11]([C:14]([O:16][CH3:34])=[O:15])=[CH:12][CH:13]=[C:8]3[N:7]=[C:6]2[CH3:17])=[C:2]([Cl:1])[CH:21]=1)[C:27]1[CH:32]=[CH:31][CH:30]=[CH:29][CH:28]=1. (7) Given the reactants F[P-](F)(F)(F)(F)F.N1(O[P+](N(C)C)(N(C)C)N(C)C)C2C=CC=CC=2N=N1.[F:28][C:29]1[CH:34]=[CH:33][C:32]([S:35]([C@@:38]2([C:43]3[CH:48]=[CH:47][C:46]([C:49]([F:58])([C:54]([F:57])([F:56])[F:55])[C:50]([F:53])([F:52])[F:51])=[CH:45][CH:44]=3)[CH2:42][CH2:41][NH:40][CH2:39]2)(=[O:37])=[O:36])=[CH:31][CH:30]=1.[CH3:59][S:60][CH:61]1[CH2:66][CH2:65][CH:64]([C:67](O)=[O:68])[CH2:63][CH2:62]1.CCN(C(C)C)C(C)C, predict the reaction product. The product is: [F:28][C:29]1[CH:34]=[CH:33][C:32]([S:35]([C@@:38]2([C:43]3[CH:44]=[CH:45][C:46]([C:49]([F:58])([C:50]([F:53])([F:52])[F:51])[C:54]([F:55])([F:56])[F:57])=[CH:47][CH:48]=3)[CH2:42][CH2:41][N:40]([C:67]([CH:64]3[CH2:65][CH2:66][CH:61]([S:60][CH3:59])[CH2:62][CH2:63]3)=[O:68])[CH2:39]2)(=[O:36])=[O:37])=[CH:31][CH:30]=1.